Dataset: Peptide-MHC class I binding affinity with 185,985 pairs from IEDB/IMGT. Task: Regression. Given a peptide amino acid sequence and an MHC pseudo amino acid sequence, predict their binding affinity value. This is MHC class I binding data. (1) The peptide sequence is KYQLKHIVW. The MHC is HLA-B40:01 with pseudo-sequence HLA-B40:01. The binding affinity (normalized) is 0. (2) The peptide sequence is MQLQLNCAY. The MHC is HLA-B44:02 with pseudo-sequence HLA-B44:02. The binding affinity (normalized) is 0.0847.